The task is: Predict the product of the given reaction.. This data is from Forward reaction prediction with 1.9M reactions from USPTO patents (1976-2016). (1) Given the reactants [C:1]([C:4]1[CH:5]=[CH:6][C:7]([O:15][CH3:16])=[C:8]([CH2:10][CH:11]([OH:14])CO)[CH:9]=1)(=[O:3])[CH3:2].I([O-])(=O)(=O)=O.[Na+], predict the reaction product. The product is: [C:1]([C:4]1[CH:5]=[CH:6][C:7]([O:15][CH3:16])=[C:8]([CH2:10][CH:11]=[O:14])[CH:9]=1)(=[O:3])[CH3:2]. (2) Given the reactants [CH2:1]([C:8]1[CH:9]=[N:10][CH:11]=[CH:12][CH:13]=1)[C:2]1[CH:3]=[N:4][CH:5]=[CH:6][CH:7]=1.C([N-]C(C)C)(C)C.[Li+].[Br:22][C:23]1[CH:30]=[CH:29][CH:28]=[CH:27][C:24]=1[CH2:25]Br.O, predict the reaction product. The product is: [Br:22][C:23]1[CH:30]=[CH:29][CH:28]=[CH:27][C:24]=1[CH2:25][CH:1]([C:8]1[CH:9]=[N:10][CH:11]=[CH:12][CH:13]=1)[C:2]1[CH:3]=[N:4][CH:5]=[CH:6][CH:7]=1.